The task is: Predict the product of the given reaction.. This data is from Forward reaction prediction with 1.9M reactions from USPTO patents (1976-2016). (1) Given the reactants [CH3:1][C:2]1[CH:11]=[CH:10][C:9]2[C:4](=[CH:5][CH:6]=[CH:7][C:8]=2[CH:12]2[CH2:17][CH2:16][N:15]([CH2:18][CH2:19][C:20]3[C:29]4[O:28][CH2:27][C:26]5=[C:30]([C:33](=[O:35])[CH3:34])[N:31]=[CH:32][N:25]5[C:24]=4[CH:23]=[CH:22][CH:21]=3)[CH2:14][CH2:13]2)[N:3]=1, predict the reaction product. The product is: [CH3:16][N:15]([CH3:18])/[C:14](/[CH3:13])=[CH:34]\[C:33]([C:30]1[N:31]=[CH:32][N:25]2[C:24]3[CH:23]=[CH:22][CH:21]=[C:20]([CH2:19][CH2:18][N:15]4[CH2:14][CH2:13][CH:12]([C:8]5[CH:7]=[CH:6][CH:5]=[C:4]6[C:9]=5[CH:10]=[CH:11][C:2]([CH3:1])=[N:3]6)[CH2:17][CH2:16]4)[C:29]=3[O:28][CH2:27][C:26]=12)=[O:35]. (2) Given the reactants O1CCOCC1.I[C:8]1[C:16]2[C:11](=[N:12][CH:13]=[CH:14][CH:15]=2)[N:10](C(OC(C)(C)C)=O)[C:9]=1[CH3:24].[CH:25]1[C:34]2[CH:33]=[CH:32][CH:31]=[C:30](B(O)O)[C:29]=2[CH:28]=[CH:27][N:26]=1.C(=O)([O-])[O-].[Na+].[Na+], predict the reaction product. The product is: [CH3:24][C:9]1[NH:10][C:11]2=[N:12][CH:13]=[CH:14][CH:15]=[C:16]2[C:8]=1[C:30]1[CH:31]=[CH:32][CH:33]=[C:34]2[C:29]=1[CH:28]=[CH:27][N:26]=[CH:25]2.